From a dataset of Forward reaction prediction with 1.9M reactions from USPTO patents (1976-2016). Predict the product of the given reaction. (1) Given the reactants [C:1](Cl)([O:3][CH2:4][C:5]1[CH:10]=[CH:9][CH:8]=[CH:7][CH:6]=1)=[O:2].[Cl:12][C:13]1[CH:18]=[CH:17][C:16]([C:19]2[N:20]=[CH:21][N:22]([CH2:31][O:32][CH2:33][CH2:34][Si:35]([CH3:38])([CH3:37])[CH3:36])[C:23]=2[C:24]2[CH:29]=[CH:28][C:27]([Cl:30])=[CH:26][CH:25]=2)=[CH:15][CH:14]=1, predict the reaction product. The product is: [Cl:12][C:13]1[CH:18]=[CH:17][C:16]([C:19]2[N:20]=[C:21]([C:1]([O:3][CH2:4][C:5]3[CH:10]=[CH:9][CH:8]=[CH:7][CH:6]=3)=[O:2])[N:22]([CH2:31][O:32][CH2:33][CH2:34][Si:35]([CH3:38])([CH3:37])[CH3:36])[C:23]=2[C:24]2[CH:29]=[CH:28][C:27]([Cl:30])=[CH:26][CH:25]=2)=[CH:15][CH:14]=1. (2) Given the reactants [CH2:1]([Sn:5]([CH2:27][CH2:28][CH2:29][CH3:30])([CH2:23][CH2:24][CH2:25][CH3:26])[C:6]1[S:7][C:8]([C:11]2C=C[C:14]([CH2:17][CH2:18][CH2:19][CH2:20][CH2:21][CH3:22])=[CH:13][CH:12]=2)=[CH:9][CH:10]=1)[CH2:2][CH2:3][CH3:4].BrC1[S:33]C(Br)=CC=1, predict the reaction product. The product is: [CH2:17]([C:14]1[S:33][C:11]([C:8]2[S:7][C:6]([Sn:5]([CH2:27][CH2:28][CH2:29][CH3:30])([CH2:23][CH2:24][CH2:25][CH3:26])[CH2:1][CH2:2][CH2:3][CH3:4])=[CH:10][CH:9]=2)=[CH:12][CH:13]=1)[CH2:18][CH2:19][CH2:20][CH2:21][CH3:22]. (3) Given the reactants [I:1][C:2]1[C:3](C)=[CH:4][C:5]([CH3:11])=[C:6]([CH:10]=1)[C:7]([OH:9])=[O:8].[Cl:13]C1C=CC(C(O)=O)=C(C)C=1, predict the reaction product. The product is: [Cl:13][C:3]1[C:2]([I:1])=[CH:10][C:6]([C:7]([OH:9])=[O:8])=[C:5]([CH3:11])[CH:4]=1. (4) Given the reactants [N:1]1[C:10]2[C:5](=[CH:6][C:7]([C:11]#[N:12])=[CH:8][CH:9]=2)[CH:4]=[CH:3][CH:2]=1, predict the reaction product. The product is: [N:1]1[C:10]2[C:5](=[CH:6][C:7]([CH2:11][NH2:12])=[CH:8][CH:9]=2)[CH:4]=[CH:3][CH:2]=1. (5) Given the reactants [NH2:1][C:2]1[C:7]([O:8][CH3:9])=[CH:6][CH:5]=[CH:4][N:3]=1.Br[CH2:11][C:12](=O)[C:13]([F:16])([F:15])[F:14].C(=O)([O-])O.[Na+], predict the reaction product. The product is: [CH3:9][O:8][C:7]1[C:2]2[N:3]([CH:11]=[C:12]([C:13]([F:16])([F:15])[F:14])[N:1]=2)[CH:4]=[CH:5][CH:6]=1. (6) Given the reactants [N+:1]([C:4]1[CH:5]=[C:6](O)[CH:7]=[CH:8][CH:9]=1)([O-:3])=[O:2].C([O-])([O-])=[O:12].[K+].[K+].Br[CH2:18][C:19]([O:21][CH2:22][CH3:23])=[O:20], predict the reaction product. The product is: [N+:1]([C:4]1[CH:5]=[CH:6][C:7]([O:12][CH2:18][C:19]([O:21][CH2:22][CH3:23])=[O:20])=[CH:8][CH:9]=1)([O-:3])=[O:2]. (7) Given the reactants Cl[C:2]1[CH:7]=[CH:6][N:5]2[N:8]=[CH:9][C:10]([C:11]3[CH:16]=[CH:15][CH:14]=[C:13]([Cl:17])[CH:12]=3)=[C:4]2[N:3]=1.C(=O)([O-])[O-].[K+].[K+].[CH2:24]([N:26]([CH2:30][CH3:31])[CH2:27][CH2:28][CH3:29])[CH3:25].C(#[N:34])C, predict the reaction product. The product is: [Cl:17][C:13]1[CH:12]=[C:11]([C:10]2[CH:9]=[N:8][N:5]3[CH:6]=[CH:7][C:2]([NH:34][CH2:29][CH2:28][CH2:27][N:26]([CH2:30][CH3:31])[CH2:24][CH3:25])=[N:3][C:4]=23)[CH:16]=[CH:15][CH:14]=1.